From a dataset of Catalyst prediction with 721,799 reactions and 888 catalyst types from USPTO. Predict which catalyst facilitates the given reaction. Reactant: C[O:2][C:3]1[CH:4]=[CH:5][C:6]([CH3:16])=[C:7]([NH:9][S:10]([CH2:13][CH2:14][CH3:15])(=[O:12])=[O:11])[CH:8]=1.B(Br)(Br)Br. The catalyst class is: 2. Product: [OH:2][C:3]1[CH:4]=[CH:5][C:6]([CH3:16])=[C:7]([NH:9][S:10]([CH2:13][CH2:14][CH3:15])(=[O:12])=[O:11])[CH:8]=1.